The task is: Predict the product of the given reaction.. This data is from Forward reaction prediction with 1.9M reactions from USPTO patents (1976-2016). (1) Given the reactants ClC1C=CC([C:8]2[NH:9][C:10]3[C:15]([C:16]=2[CH:17]2[CH2:22][CH2:21][CH2:20][CH2:19][CH2:18]2)=[CH:14][CH:13]=[C:12]([C:23]([O:25][C:26]([CH3:29])([CH3:28])[CH3:27])=[O:24])[CH:11]=3)=C(C=O)C=1.[C:32]([C:35]1[CH:40]=[C:39]([O:41][CH3:42])[CH:38]=[CH:37][C:36]=1B(O)O)(=[O:34])[CH3:33], predict the reaction product. The product is: [C:32]([C:35]1[CH:40]=[C:39]([O:41][CH3:42])[CH:38]=[CH:37][C:36]=1[C:8]1[NH:9][C:10]2[C:15]([C:16]=1[CH:17]1[CH2:22][CH2:21][CH2:20][CH2:19][CH2:18]1)=[CH:14][CH:13]=[C:12]([C:23]([O:25][C:26]([CH3:29])([CH3:28])[CH3:27])=[O:24])[CH:11]=2)(=[O:34])[CH3:33]. (2) Given the reactants [CH2:1]([NH:5][C:6]1[CH:11]=[CH:10][C:9]([C:12](=[O:14])[CH3:13])=[CH:8][C:7]=1[N+:15]([O-])=O)[CH:2]([CH3:4])[CH3:3], predict the reaction product. The product is: [NH2:15][C:7]1[CH:8]=[C:9]([C:12](=[O:14])[CH3:13])[CH:10]=[CH:11][C:6]=1[NH:5][CH2:1][CH:2]([CH3:3])[CH3:4].